Predict the reactants needed to synthesize the given product. From a dataset of Full USPTO retrosynthesis dataset with 1.9M reactions from patents (1976-2016). (1) The reactants are: C=C[C:3]1[CH:8]=[CH:7][CH:7]=[CH:8][CH:3]=1.C=CC1C=CC(C=C)=CC=1.[CH2:25]1[O:23][CH:24]1C[O:23][CH2:24][C:25]1C=CC=CC=1.[F:31][C:32]1[CH:38]=[CH:37][C:35]([NH2:36])=[C:34]([N:39]2[CH2:44][CH2:43][O:42][CH2:41][CH2:40]2)[CH:33]=1.C1N=C[N:47](C(N2C=NC=C2)=O)C=1.CN1CCOCC1.[C:64]([O:67]C(=O)C)(=[O:66])C. Given the product [F:31][C:32]1[CH:38]=[CH:37][C:35]([N:36]2[CH2:3][CH:8]([CH2:7][NH:47][C:24](=[O:23])[CH3:25])[O:67][C:64]2=[O:66])=[C:34]([N:39]2[CH2:44][CH2:43][O:42][CH2:41][CH2:40]2)[CH:33]=1, predict the reactants needed to synthesize it. (2) Given the product [F:8][C:4]1[N:3]=[C:2]([O:9][C:10]2[CH:11]=[CH:12][C:13]([C:16]([O:18][CH3:19])=[O:17])=[CH:14][CH:15]=2)[CH:7]=[CH:6][CH:5]=1, predict the reactants needed to synthesize it. The reactants are: F[C:2]1[CH:7]=[CH:6][CH:5]=[C:4]([F:8])[N:3]=1.[OH:9][C:10]1[CH:15]=[CH:14][C:13]([C:16]([O:18][CH3:19])=[O:17])=[CH:12][CH:11]=1.C(=O)([O-])[O-].[K+].[K+].O. (3) Given the product [C:54]([O:53][C:50]1[CH:51]=[CH:52][C:47]([CH2:46][C@H:22]([NH:21][C:17](=[O:19])[CH2:16][O:15][NH:14][C:13]([NH:12][CH2:11][C:1]2[C:10]3[C:5](=[CH:6][CH:7]=[CH:8][CH:9]=3)[CH:4]=[CH:3][CH:2]=2)=[O:20])[C:23]([N:25]([C@@H:37]([CH3:45])[CH:38]([O:42][CH2:43][CH3:44])[O:39][CH2:40][CH3:41])[CH2:26][C:27]2[CH:28]=[CH:29][CH:30]=[C:31]3[C:36]=2[N:35]=[CH:34][CH:33]=[CH:32]3)=[O:24])=[CH:48][CH:49]=1)([CH3:57])([CH3:55])[CH3:56], predict the reactants needed to synthesize it. The reactants are: [C:1]1([CH2:11][NH:12][C:13](=[O:20])[NH:14][O:15][CH2:16][C:17]([OH:19])=O)[C:10]2[C:5](=[CH:6][CH:7]=[CH:8][CH:9]=2)[CH:4]=[CH:3][CH:2]=1.[NH2:21][C@@H:22]([CH2:46][C:47]1[CH:52]=[CH:51][C:50]([O:53][C:54]([CH3:57])([CH3:56])[CH3:55])=[CH:49][CH:48]=1)[C:23]([N:25]([C@@H:37]([CH3:45])[CH:38]([O:42][CH2:43][CH3:44])[O:39][CH2:40][CH3:41])[CH2:26][C:27]1[CH:28]=[CH:29][CH:30]=[C:31]2[C:36]=1[N:35]=[CH:34][CH:33]=[CH:32]2)=[O:24]. (4) Given the product [CH2:13]([O:20][C:21]1[N:22]=[N:23][C:24](/[CH:35]=[CH:36]/[C:2]2[CH:7]=[CH:6][C:5]([C:8]([F:11])([F:10])[F:9])=[CH:4][C:3]=2[CH3:12])=[CH:25][C:26]=1[O:27][CH2:28][C:29]1[CH:34]=[CH:33][CH:32]=[CH:31][CH:30]=1)[C:14]1[CH:15]=[CH:16][CH:17]=[CH:18][CH:19]=1, predict the reactants needed to synthesize it. The reactants are: Br[C:2]1[CH:7]=[CH:6][C:5]([C:8]([F:11])([F:10])[F:9])=[CH:4][C:3]=1[CH3:12].[CH2:13]([O:20][C:21]1[N:22]=[N:23][C:24]([CH:35]=[CH2:36])=[CH:25][C:26]=1[O:27][CH2:28][C:29]1[CH:34]=[CH:33][CH:32]=[CH:31][CH:30]=1)[C:14]1[CH:19]=[CH:18][CH:17]=[CH:16][CH:15]=1.C(N(CC)CC)C.C1(C)C=CC=CC=1P(C1C=CC=CC=1C)C1C=CC=CC=1C. (5) Given the product [C:15]([O:14][C:12](=[O:13])[CH2:11][N:1]1[C:9]2[C:4](=[CH:5][CH:6]=[CH:7][CH:8]=2)[CH:3]=[N:2]1)([CH3:18])([CH3:17])[CH3:16], predict the reactants needed to synthesize it. The reactants are: [NH:1]1[C:9]2[C:4](=[CH:5][CH:6]=[CH:7][CH:8]=2)[CH:3]=[N:2]1.Br[CH2:11][C:12]([O:14][C:15]([CH3:18])([CH3:17])[CH3:16])=[O:13]. (6) Given the product [S:1]1[CH:5]=[CH:4][CH:3]=[C:2]1[CH2:6][NH:7][C:8]([C:10]1[N:11]=[C:12]2[C:17]([C:18]([F:21])([F:20])[F:19])=[CH:16][C:15]([C:22]3[CH:27]=[CH:26][CH:25]=[C:24]([F:28])[CH:23]=3)=[CH:14][N:13]2[C:29]=1[CH2:30][N:31]1[CH2:36][CH2:35][CH2:33][CH2:32]1)=[O:9], predict the reactants needed to synthesize it. The reactants are: [S:1]1[CH:5]=[CH:4][CH:3]=[C:2]1[CH2:6][NH:7][C:8]([C:10]1[N:11]=[C:12]2[C:17]([C:18]([F:21])([F:20])[F:19])=[CH:16][C:15]([C:22]3[CH:27]=[CH:26][CH:25]=[C:24]([F:28])[CH:23]=3)=[CH:14][N:13]2[C:29]=1[CH2:30][N:31]1[CH2:36][CH2:35]O[CH2:33][CH2:32]1)=[O:9].N1CCCC1. (7) Given the product [N:23]1([CH2:22][CH2:21][CH2:20][N:19]2[C:9](=[O:11])[CH2:8][S:7][C:1]2=[S:12])[CH2:28][CH2:27][O:26][CH2:25][CH2:24]1, predict the reactants needed to synthesize it. The reactants are: [C:1](=[S:12])([S:7][CH2:8][C:9]([OH:11])=O)SCC(O)=O.C(=O)([O-])[O-].[K+].[K+].[NH2:19][CH2:20][CH2:21][CH2:22][N:23]1[CH2:28][CH2:27][O:26][CH2:25][CH2:24]1. (8) Given the product [CH:1]1([C:6]([O:8][N:10]2[C:14](=[O:15])[CH2:13][CH2:12][C:11]2=[O:16])=[O:7])[CH2:5][CH:4]=[CH:3][CH2:2]1, predict the reactants needed to synthesize it. The reactants are: [CH:1]1([C:6]([OH:8])=[O:7])[CH2:5][CH:4]=[CH:3][CH2:2]1.O[N:10]1[C:14](=[O:15])[CH2:13][CH2:12][C:11]1=[O:16]. (9) Given the product [CH3:29][N:18]([CH2:17][C:16]([C:30]1[CH:35]=[CH:34][C:33]([OH:36])=[C:32]([O:37][CH3:38])[CH:31]=1)=[O:15])[C:19](=[O:28])/[CH:20]=[CH:21]/[C:22]1[CH:23]=[N:24][CH:25]=[CH:26][CH:27]=1, predict the reactants needed to synthesize it. The reactants are: ClC1C(=O)C(C#N)=C(C#N)C(=O)C=1Cl.[OH:15][CH:16]([C:30]1[CH:35]=[CH:34][C:33]([OH:36])=[C:32]([O:37][CH3:38])[CH:31]=1)[CH2:17][N:18]([CH3:29])[C:19](=[O:28])/[CH:20]=[CH:21]/[C:22]1[CH:23]=[N:24][CH:25]=[CH:26][CH:27]=1. (10) Given the product [OH:8][C:4]1[CH:3]=[C:2]([C:11]#[C:10][C:9]([O:13][CH2:14][CH3:15])=[O:12])[CH:7]=[CH:6][CH:5]=1, predict the reactants needed to synthesize it. The reactants are: I[C:2]1[CH:3]=[C:4]([OH:8])[CH:5]=[CH:6][CH:7]=1.[C:9]([O:13][CH2:14][CH3:15])(=[O:12])[C:10]#[CH:11].